The task is: Binary Classification. Given a T-cell receptor sequence (or CDR3 region) and an epitope sequence, predict whether binding occurs between them.. This data is from TCR-epitope binding with 47,182 pairs between 192 epitopes and 23,139 TCRs. (1) The epitope is EILDITPCSF. The TCR CDR3 sequence is CASSSGAGGSGELFF. Result: 1 (the TCR binds to the epitope). (2) The epitope is VLAWLYAAV. The TCR CDR3 sequence is CASSVNRGRDEQYF. Result: 0 (the TCR does not bind to the epitope). (3) The epitope is FLYALALLL. The TCR CDR3 sequence is CASSQGALASSSYNEQFF. Result: 0 (the TCR does not bind to the epitope). (4) The epitope is VSFIEFVGW. The TCR CDR3 sequence is CASSQGNSAAWGEPQHF. Result: 0 (the TCR does not bind to the epitope).